From a dataset of Full USPTO retrosynthesis dataset with 1.9M reactions from patents (1976-2016). Predict the reactants needed to synthesize the given product. (1) Given the product [CH3:25][O:24][C:13]1[CH:12]=[C:11]([N:6]2[CH:7]=[CH:8][C:9]3[O:10][C:2]([C:33]4[CH:32]=[CH:31][C:30]([O:29][C:28]([F:27])([F:39])[F:40])=[CH:35][CH:34]=4)=[CH:3][C:4]=3[C:5]2=[O:26])[CH:23]=[CH:22][C:14]=1[O:15][CH2:16][C:17]1([C:20]#[N:21])[CH2:19][CH2:18]1, predict the reactants needed to synthesize it. The reactants are: Br[C:2]1[O:10][C:9]2[CH:8]=[CH:7][N:6]([C:11]3[CH:23]=[CH:22][C:14]([O:15][CH2:16][C:17]4([C:20]#[N:21])[CH2:19][CH2:18]4)=[C:13]([O:24][CH3:25])[CH:12]=3)[C:5](=[O:26])[C:4]=2[CH:3]=1.[F:27][C:28]([F:40])([F:39])[O:29][C:30]1[CH:35]=[CH:34][C:33](B(O)O)=[CH:32][CH:31]=1.C(=O)([O-])[O-].[K+].[K+].COCCOC. (2) Given the product [C:13]([C:10]1[CH:11]=[CH:12][C:7]([CH:6]=[CH:5][C:4]([OH:22])=[O:3])=[C:8]([O:17][CH2:18][CH2:19][O:20][CH3:21])[CH:9]=1)([CH3:16])([CH3:14])[CH3:15], predict the reactants needed to synthesize it. The reactants are: C([O:3][C:4](=[O:22])[CH:5]=[CH:6][C:7]1[CH:12]=[CH:11][C:10]([C:13]([CH3:16])([CH3:15])[CH3:14])=[CH:9][C:8]=1[O:17][CH2:18][CH2:19][O:20][CH3:21])C.[OH-].[Na+]. (3) Given the product [OH:32][CH2:31][CH2:30][O:33][C:2]1[N:3]2[N:14]=[CH:13][C:12]([C:15]#[N:16])=[C:4]2[N:5]=[C:6]2[C:11]=1[CH2:10][CH2:9][CH2:8][CH2:7]2, predict the reactants needed to synthesize it. The reactants are: Cl[C:2]1[N:3]2[N:14]=[CH:13][C:12]([C:15]#[N:16])=[C:4]2[N:5]=[C:6]2[C:11]=1[CH2:10][CH2:9][CH2:8][CH2:7]2.CCN(CC)CC.CCCCCC.[CH2:30]([OH:33])[CH2:31][OH:32]. (4) Given the product [N+:1]([C:4]1[CH:9]=[CH:8][C:7]([O:10][CH2:18][C:19]([O:21][C:22]([CH3:25])([CH3:24])[CH3:23])=[O:20])=[CH:6][CH:5]=1)([O-:3])=[O:2], predict the reactants needed to synthesize it. The reactants are: [N+:1]([C:4]1[CH:9]=[CH:8][C:7]([OH:10])=[CH:6][CH:5]=1)([O-:3])=[O:2].C([O-])([O-])=O.[K+].[K+].Br[CH2:18][C:19]([O:21][C:22]([CH3:25])([CH3:24])[CH3:23])=[O:20].O. (5) Given the product [C:1]1([N:7]2[C:11]([C:12]3[CH:13]=[CH:14][CH:15]=[CH:16][CH:17]=3)=[CH:10][CH:9]=[C:8]2[C:18]2[CH:19]=[C:20]3[C:25](=[CH:26][CH:27]=2)[CH:24]=[C:23]([O:28][CH:32]([CH2:33][C:34]2[CH:39]=[CH:38][CH:37]=[CH:36][CH:35]=2)[C:31]([O:30][CH3:29])=[O:48])[CH:22]=[CH:21]3)[CH:2]=[CH:3][CH:4]=[CH:5][CH:6]=1, predict the reactants needed to synthesize it. The reactants are: [C:1]1([N:7]2[C:11]([C:12]3[CH:17]=[CH:16][CH:15]=[CH:14][CH:13]=3)=[CH:10][CH:9]=[C:8]2[C:18]2[CH:19]=[C:20]3[C:25](=[CH:26][CH:27]=2)[CH:24]=[C:23]([OH:28])[CH:22]=[CH:21]3)[CH:6]=[CH:5][CH:4]=[CH:3][CH:2]=1.[CH3:29][O:30][C:31](=[O:48])[CH:32](OS(C(F)(F)F)(=O)=O)[CH2:33][C:34]1[CH:39]=[CH:38][CH:37]=[CH:36][CH:35]=1.C(=O)([O-])[O-].[Cs+].[Cs+]. (6) Given the product [CH2:1]([O:5][C:6]1[N:14]=[C:13]2[C:9]([N:10]=[C:11]([O:20][CH3:21])[N:12]2[CH2:15][CH2:16][CH2:17][CH2:18][N:27]2[CH2:28][CH2:29][N:24]([CH3:23])[CH2:25][CH2:26]2)=[C:8]([NH2:22])[N:7]=1)[CH2:2][CH2:3][CH3:4], predict the reactants needed to synthesize it. The reactants are: [CH2:1]([O:5][C:6]1[N:14]=[C:13]2[C:9]([N:10]=[C:11]([O:20][CH3:21])[N:12]2[CH2:15][CH2:16][CH2:17][CH2:18]Cl)=[C:8]([NH2:22])[N:7]=1)[CH2:2][CH2:3][CH3:4].[CH3:23][N:24]1[CH2:29][CH2:28][NH:27][CH2:26][CH2:25]1.C(N(CC)C(C)C)(C)C.